Dataset: Reaction yield outcomes from USPTO patents with 853,638 reactions. Task: Predict the reaction yield, written as a fraction of the theoretical maximum amount of product (1.0 means a 100% yield; for example, 0.34 means a 34% yield). The reactants are Br[C:2]1[N:7]=[C:6]([C:8]([OH:10])=[O:9])[CH:5]=[CH:4][CH:3]=1.[F:11][C:12]1[CH:17]=[CH:16][C:15]([O:18][CH3:19])=[CH:14][C:13]=1B(O)O. The catalyst is C1C=CC(P(C2C=CC=CC=2)[C-]2C=CC=C2)=CC=1.C1C=CC(P(C2C=CC=CC=2)[C-]2C=CC=C2)=CC=1.Cl[Pd]Cl.[Fe+2].C(Cl)Cl. The product is [F:11][C:12]1[CH:17]=[CH:16][C:15]([O:18][CH3:19])=[CH:14][C:13]=1[C:2]1[N:7]=[C:6]([C:8]([OH:10])=[O:9])[CH:5]=[CH:4][CH:3]=1. The yield is 0.950.